Dataset: Peptide-MHC class I binding affinity with 185,985 pairs from IEDB/IMGT. Task: Regression. Given a peptide amino acid sequence and an MHC pseudo amino acid sequence, predict their binding affinity value. This is MHC class I binding data. (1) The peptide sequence is VFFKQWFEK. The MHC is HLA-B18:01 with pseudo-sequence HLA-B18:01. The binding affinity (normalized) is 0.0847. (2) The peptide sequence is RTVASFAVY. The MHC is HLA-A01:01 with pseudo-sequence HLA-A01:01. The binding affinity (normalized) is 0.194. (3) The peptide sequence is VVYNLTGV. The MHC is H-2-Kb with pseudo-sequence H-2-Kb. The binding affinity (normalized) is 0.795. (4) The peptide sequence is AVRLVVGPL. The MHC is HLA-A30:01 with pseudo-sequence HLA-A30:01. The binding affinity (normalized) is 0.898. (5) The peptide sequence is QMRVRYYGL. The MHC is HLA-B07:02 with pseudo-sequence HLA-B07:02. The binding affinity (normalized) is 0.0847. (6) The peptide sequence is VFSDGRVAC. The MHC is HLA-B35:01 with pseudo-sequence HLA-B35:01. The binding affinity (normalized) is 0. (7) The peptide sequence is FFCSGCSTT. The MHC is H-2-Kd with pseudo-sequence H-2-Kd. The binding affinity (normalized) is 0.240.